This data is from Peptide-MHC class II binding affinity with 134,281 pairs from IEDB. The task is: Regression. Given a peptide amino acid sequence and an MHC pseudo amino acid sequence, predict their binding affinity value. This is MHC class II binding data. The peptide sequence is EKAYFAATQFEPLAA. The MHC is DRB1_0101 with pseudo-sequence DRB1_0101. The binding affinity (normalized) is 0.531.